This data is from Full USPTO retrosynthesis dataset with 1.9M reactions from patents (1976-2016). The task is: Predict the reactants needed to synthesize the given product. The reactants are: [O:1]1[CH:5]=[CH:4][CH:3]=[C:2]1[C:6]1[O:7][C:8]([CH3:23])=[C:9]([CH2:11][O:12][C:13]2[CH:14]=[C:15]([CH2:21]O)[CH:16]=[CH:17][C:18]=2[O:19][CH3:20])[N:10]=1.S(Cl)([Cl:26])=O. Given the product [Cl:26][CH2:21][C:15]1[CH:16]=[CH:17][C:18]([O:19][CH3:20])=[C:13]([CH:14]=1)[O:12][CH2:11][C:9]1[N:10]=[C:6]([C:2]2[O:1][CH:5]=[CH:4][CH:3]=2)[O:7][C:8]=1[CH3:23], predict the reactants needed to synthesize it.